The task is: Predict the reaction yield, written as a fraction of the theoretical maximum amount of product (1.0 means a 100% yield; for example, 0.34 means a 34% yield).. This data is from Reaction yield outcomes from USPTO patents with 853,638 reactions. (1) The reactants are CC12CC(CC1)CC2=O.C([C:14]1[CH:19]=[C:18](C)[CH:17]=[C:16]([C:21]([CH3:24])([CH3:23])C)N=1)(C)(C)C.[F:25][C:26]([F:39])([F:38])[S:27]([O:30]S(C(F)(F)F)(=O)=O)(=[O:29])=[O:28].O. The catalyst is C(Cl)Cl. The product is [F:25][C:26]([F:39])([F:38])[S:27]([O:30][C:16]12[CH2:17][CH:18]([CH2:19][CH2:14]1)[CH2:24][C:21]2=[CH2:23])(=[O:29])=[O:28]. The yield is 0.140. (2) The reactants are Cl[C:2]1[N:7]2[N:8]=[C:9]([C:23]3[O:24][CH:25]=[CH:26][C:27]=3[CH3:28])[C:10]([C:11]3[CH:16]=[CH:15][N:14]=[C:13]([NH:17][CH:18]4[CH2:22][CH2:21][CH2:20][CH2:19]4)[N:12]=3)=[C:6]2[CH:5]=[CH:4][CH:3]=1.C1(P(C2C=CC=CC=2)C2C=CC3C(=CC=CC=3)C=2C2C3C(=CC=CC=3)C=CC=2P(C2C=CC=CC=2)C2C=CC=CC=2)C=CC=CC=1.C(=O)([O-])[O-].[Cs+].[Cs+].O.[CH:82]1([NH2:87])[CH2:86][CH2:85][CH2:84][CH2:83]1. The catalyst is C([O-])(=O)C.[Pd+2].C([O-])(=O)C. The product is [CH:82]1([NH:87][C:2]2[N:7]3[N:8]=[C:9]([C:23]4[O:24][CH:25]=[CH:26][C:27]=4[CH3:28])[C:10]([C:11]4[CH:16]=[CH:15][N:14]=[C:13]([NH:17][CH:18]5[CH2:22][CH2:21][CH2:20][CH2:19]5)[N:12]=4)=[C:6]3[CH:5]=[CH:4][CH:3]=2)[CH2:86][CH2:85][CH2:84][CH2:83]1. The yield is 0.870. (3) The reactants are [C:9](O[C:9]([O:11][C:12]([CH3:15])([CH3:14])[CH3:13])=[O:10])([O:11][C:12]([CH3:15])([CH3:14])[CH3:13])=[O:10].C(N(C(C)C)CC)(C)C.Cl.[NH2:26][C@@H:27]([CH2:32][C:33]1[CH:38]=[CH:37][CH:36]=[CH:35][CH:34]=1)[C:28](=[O:31])[CH2:29][Cl:30]. The catalyst is C1(C)C=CC=CC=1. The product is [C:12]([O:11][C:9]([NH:26][C@@H:27]([CH2:32][C:33]1[CH:38]=[CH:37][CH:36]=[CH:35][CH:34]=1)[C:28](=[O:31])[CH2:29][Cl:30])=[O:10])([CH3:13])([CH3:14])[CH3:15]. The yield is 0.750. (4) The reactants are Cl.[CH3:2][NH:3][CH2:4][CH2:5][SH:6].[H-].[Na+].Cl[C:10]1[N:15]=[CH:14][C:13](/[C:16](/[C:26]2[CH:31]=[CH:30][C:29]([OH:32])=[CH:28][CH:27]=2)=[C:17](\[C:20]2[CH:25]=[CH:24][CH:23]=[CH:22][CH:21]=2)/[CH2:18][CH3:19])=[CH:12][CH:11]=1. The catalyst is C1COCC1. The product is [CH3:2][NH:3][CH2:4][CH2:5][S:6][C:10]1[N:15]=[CH:14][C:13](/[C:16](/[C:26]2[CH:27]=[CH:28][C:29]([OH:32])=[CH:30][CH:31]=2)=[C:17](\[C:20]2[CH:25]=[CH:24][CH:23]=[CH:22][CH:21]=2)/[CH2:18][CH3:19])=[CH:12][CH:11]=1. The yield is 0.810. (5) The reactants are [CH3:1][O:2][C:3]1[CH:12]=[C:7]([C:8](OC)=[O:9])[C:6]([NH2:13])=[CH:5][C:4]=1[O:14][CH2:15][CH2:16][CH2:17][CH2:18][Cl:19].C([O-])([O-])OC.C([O-])(=O)C.[NH4+:29].[CH3:30]O. The catalyst is O. The product is [CH3:1][O:2][C:3]1[CH:12]=[C:7]2[C:6](=[CH:5][C:4]=1[O:14][CH2:15][CH2:16][CH2:17][CH2:18][Cl:19])[N:13]=[CH:30][NH:29][C:8]2=[O:9]. The yield is 0.960. (6) The reactants are [NH:1]1[C:5]2=[N:6][CH:7]=[CH:8][CH:9]=[C:4]2[CH:3]=[CH:2]1.C1C=C(Cl)C=C(C(OO)=[O:18])C=1.C([O-])([O-])=O.[K+].[K+]. The catalyst is C(OCC)(=O)C.O. The product is [NH:1]1[C:5]2=[N+:6]([O-:18])[CH:7]=[CH:8][CH:9]=[C:4]2[CH:3]=[CH:2]1. The yield is 0.670.